The task is: Binary Classification. Given a drug SMILES string, predict its activity (active/inactive) in a high-throughput screening assay against a specified biological target.. This data is from Cav3 T-type calcium channel HTS with 100,875 compounds. (1) The drug is O=C(Nc1c(CC)cccc1)c1nnn(CC(=O)Nc2cc(ccc2)C)c1N. The result is 0 (inactive). (2) The result is 0 (inactive). The drug is O1C2(OC(CC2)C)C(O)C(O)CC1CCO. (3) The compound is O=C1CC(Cc2[nH]c(c(c12)C)C(OC(CC)C)=O)c1ccc(N(C)C)cc1. The result is 0 (inactive). (4) The compound is O=C1C2(CN(CC1(CN(C2)C(=O)CCC)C)C(=O)CCC)CCC. The result is 0 (inactive).